From a dataset of Peptide-MHC class I binding affinity with 185,985 pairs from IEDB/IMGT. Regression. Given a peptide amino acid sequence and an MHC pseudo amino acid sequence, predict their binding affinity value. This is MHC class I binding data. (1) The peptide sequence is FLLRHLSSV. The MHC is HLA-A02:06 with pseudo-sequence HLA-A02:06. The binding affinity (normalized) is 0.710. (2) The peptide sequence is TALGMSLNF. The MHC is Mamu-A2201 with pseudo-sequence Mamu-A2201. The binding affinity (normalized) is 0.0964. (3) The peptide sequence is KCDICTDEY. The MHC is HLA-A01:01 with pseudo-sequence HLA-A01:01. The binding affinity (normalized) is 0.382. (4) The peptide sequence is SLFRAVITK. The MHC is HLA-A68:01 with pseudo-sequence HLA-A68:01. The binding affinity (normalized) is 0.609.